Dataset: Reaction yield outcomes from USPTO patents with 853,638 reactions. Task: Predict the reaction yield, written as a fraction of the theoretical maximum amount of product (1.0 means a 100% yield; for example, 0.34 means a 34% yield). (1) The reactants are F[B-](F)(F)F.[O:6]=[N+:7]=[O:8].[S:9]1[C:13]([C:14]2[CH:19]=[CH:18][N:17]=[C:16]([S:20]([CH3:23])(=[O:22])=[O:21])[N:15]=2)=[CH:12][C:11]2[CH:24]=[CH:25][CH:26]=[CH:27][C:10]1=2. The catalyst is C(#N)C. The product is [CH3:23][S:20]([C:16]1[N:15]=[C:14]([C:13]2[S:9][C:10]3[CH:27]=[CH:26][CH:25]=[CH:24][C:11]=3[C:12]=2[N+:7]([O-:8])=[O:6])[CH:19]=[CH:18][N:17]=1)(=[O:21])=[O:22]. The yield is 0.570. (2) The reactants are [OH:1][CH2:2][C:3]([CH3:30])([CH3:29])[CH2:4][C:5]1[CH:6]=[C:7]([C:11]2([C:17]3[CH:18]=[C:19]([CH2:23][C:24]([CH3:28])([CH3:27])[CH2:25][OH:26])[CH:20]=[CH:21][CH:22]=3)SCCCS2)[CH:8]=[CH:9][CH:10]=1.CC(C)=[O:33]. The catalyst is CN(C=O)C.[Cu]=O.[Cu](Cl)Cl. The product is [OH:1][CH2:2][C:3]([CH3:30])([CH3:29])[CH2:4][C:5]1[CH:6]=[C:7]([C:11]([C:17]2[CH:22]=[CH:21][CH:20]=[C:19]([CH2:23][C:24]([CH3:28])([CH3:27])[CH2:25][OH:26])[CH:18]=2)=[O:33])[CH:8]=[CH:9][CH:10]=1. The yield is 0.710. (3) The catalyst is CS(C)=O.O. The product is [CH2:1]([O:8][C:9]1[CH:14]=[CH:13][N:12]([C:15]2[CH:16]=[C:17]3[C:21](=[CH:22][CH:23]=2)[N:20]([CH2:26][CH2:27][N:28]2[CH2:33][CH2:32][O:31][CH2:30][CH2:29]2)[N:19]=[CH:18]3)[C:11](=[O:24])[CH:10]=1)[C:2]1[CH:7]=[CH:6][CH:5]=[CH:4][CH:3]=1. The yield is 0.0700. The reactants are [CH2:1]([O:8][C:9]1[CH:14]=[CH:13][N:12]([C:15]2[CH:16]=[C:17]3[C:21](=[CH:22][CH:23]=2)[NH:20][N:19]=[CH:18]3)[C:11](=[O:24])[CH:10]=1)[C:2]1[CH:7]=[CH:6][CH:5]=[CH:4][CH:3]=1.Cl[CH2:26][CH2:27][N:28]1[CH2:33][CH2:32][O:31][CH2:30][CH2:29]1.C([O-])([O-])=O.[Cs+].[Cs+]. (4) The reactants are [C:1]1([C:7]2[CH:12]=[C:11]([CH:13]3[CH2:18][NH:17][C:16](=[O:19])[NH:15][CH2:14]3)[CH:10]=[CH:9][C:8]=2[NH:20][C:21]([C:23]2[N:24](COCC[Si](C)(C)C)[CH:25]=[C:26]([C:28]#[N:29])[N:27]=2)=[O:22])[CH2:6][CH2:5][CH2:4][CH2:3][CH:2]=1.CCO.[C:41]([OH:47])([C:43]([F:46])([F:45])[F:44])=[O:42]. The catalyst is C(Cl)Cl. The product is [F:44][C:43]([F:46])([F:45])[C:41]([OH:47])=[O:42].[C:1]1([C:7]2[CH:12]=[C:11]([CH:13]3[CH2:18][NH:17][C:16](=[O:19])[NH:15][CH2:14]3)[CH:10]=[CH:9][C:8]=2[NH:20][C:21]([C:23]2[NH:24][CH:25]=[C:26]([C:28]#[N:29])[N:27]=2)=[O:22])[CH2:6][CH2:5][CH2:4][CH2:3][CH:2]=1. The yield is 0.0800.